This data is from Forward reaction prediction with 1.9M reactions from USPTO patents (1976-2016). The task is: Predict the product of the given reaction. (1) Given the reactants [C:1]([O:5][C:6](=[O:19])[CH2:7][C@@H:8]([CH2:17][OH:18])[CH2:9][C@H:10]([CH3:16])[CH2:11][CH2:12][CH2:13][CH2:14][CH3:15])([CH3:4])([CH3:3])[CH3:2].C(OC(=O)C[C@H](C[C@@H](C)CCCCC)C(O)=O)(C)(C)C, predict the reaction product. The product is: [C:1]([O:5][C:6](=[O:19])[CH2:7][C@@H:8]([CH2:17][OH:18])[CH2:9][C@@H:10]([CH3:16])[CH2:11][CH2:12][CH2:13][CH2:14][CH3:15])([CH3:2])([CH3:4])[CH3:3]. (2) Given the reactants [Cl:1][C:2]1[C:3]([NH:12][NH2:13])=[N:4][CH:5]=[C:6]([C:8]([F:11])([F:10])[F:9])[CH:7]=1.[C:14](OCC)(=O)[C:15]([O:17][CH2:18][CH3:19])=[O:16].C(O)C.Cl, predict the reaction product. The product is: [Cl:1][C:2]1[C:3]2[N:4]([C:14]([C:15]([O:17][CH2:18][CH3:19])=[O:16])=[N:13][N:12]=2)[CH:5]=[C:6]([C:8]([F:11])([F:9])[F:10])[CH:7]=1. (3) Given the reactants [NH2:1][C:2]1[C:3]([C:9]#[N:10])=[N:4][C:5]([Cl:8])=[CH:6][CH:7]=1.Cl.Cl[C:13]([NH2:15])=[NH:14].CS(C)(=O)=O.[OH-].[Na+], predict the reaction product. The product is: [NH2:15][C:13]1[N:14]=[C:9]([NH2:10])[C:3]2[N:4]=[C:5]([Cl:8])[CH:6]=[CH:7][C:2]=2[N:1]=1. (4) Given the reactants [NH2:1][C:2]1[CH:7]=[C:6]([F:8])[C:5]([F:9])=[CH:4][C:3]=1[NH2:10].[C:11]([O:15][C:16](O[C:16]([O:15][C:11]([CH3:14])([CH3:13])[CH3:12])=[O:17])=[O:17])([CH3:14])([CH3:13])[CH3:12], predict the reaction product. The product is: [C:11]([O:15][C:16](=[O:17])[NH:1][C:2]1[CH:7]=[C:6]([F:8])[C:5]([F:9])=[CH:4][C:3]=1[NH2:10])([CH3:14])([CH3:13])[CH3:12]. (5) Given the reactants [CH2:1]([O:3][C:4](=[O:12])[C:5]1[CH:10]=[CH:9][CH:8]=[CH:7][C:6]=1Br)[CH3:2].[N:13]1[C:22]2[C:17](=[CH:18][C:19]([NH2:23])=[CH:20][CH:21]=2)[CH:16]=[N:15][CH:14]=1.C1C=CC(P(C2C(C3C(P(C4C=CC=CC=4)C4C=CC=CC=4)=CC=C4C=3C=CC=C4)=C3C(C=CC=C3)=CC=2)C2C=CC=CC=2)=CC=1.C([O-])([O-])=O.[K+].[K+], predict the reaction product. The product is: [CH2:1]([O:3][C:4](=[O:12])[C:5]1[CH:10]=[CH:9][CH:8]=[CH:7][C:6]=1[NH:23][C:19]1[CH:18]=[C:17]2[C:22](=[CH:21][CH:20]=1)[N:13]=[CH:14][N:15]=[CH:16]2)[CH3:2]. (6) Given the reactants [OH:1][C:2]1([C:29]2[S:33][C:32](S(C)(=O)=O)=[N:31][CH:30]=2)[CH2:7][CH2:6][CH:5]([N:8]2[CH2:11][CH:10]([NH:12][C:13]([CH2:15][NH:16][C:17](=[O:28])[C:18]3[CH:23]=[CH:22][CH:21]=[C:20]([C:24]([F:27])([F:26])[F:25])[CH:19]=3)=[O:14])[CH2:9]2)[CH2:4][CH2:3]1.[CH3:38][NH:39][CH3:40], predict the reaction product. The product is: [CH3:38][N:39]([CH3:40])[C:32]1[S:33][C:29]([C:2]2([OH:1])[CH2:3][CH2:4][CH:5]([N:8]3[CH2:9][CH:10]([NH:12][C:13]([CH2:15][NH:16][C:17](=[O:28])[C:18]4[CH:23]=[CH:22][CH:21]=[C:20]([C:24]([F:26])([F:27])[F:25])[CH:19]=4)=[O:14])[CH2:11]3)[CH2:6][CH2:7]2)=[CH:30][N:31]=1.